From a dataset of Human liver microsome stability data. Regression/Classification. Given a drug SMILES string, predict its absorption, distribution, metabolism, or excretion properties. Task type varies by dataset: regression for continuous measurements (e.g., permeability, clearance, half-life) or binary classification for categorical outcomes (e.g., BBB penetration, CYP inhibition). Dataset: hlm. (1) The compound is O=C(CCCCCc1ccncn1)NC1CCC(O)CC1. The result is 0 (unstable in human liver microsomes). (2) The compound is CC[C@H]1OC(=O)[C@H](C)[C@@H](O[C@H]2C[C@@](C)(OC)[C@@H](O)[C@H](C)O2)[C@H](C)[C@@H](O[C@@H]2O[C@H](C)C[C@H](N(C)C)[C@H]2O)[C@](C)(O)C[C@@H](C)CN(CCCN(CCC#N)C(=S)NCCCc2ccccc2)[C@H](C)[C@@H](O)[C@]1(C)O. The result is 0 (unstable in human liver microsomes). (3) The result is 0 (unstable in human liver microsomes). The compound is Cc1nc(C(=O)N[C@H]2CC[C@H](C)CC2)c(C)c(-c2ccc3c(c2C)NCCO3)c1[C@H](OC(C)(C)C)C(=O)O. (4) The compound is O=S(=O)(c1ccccc1)c1ccc2c3c(oc2c1)CNCC3. The result is 0 (unstable in human liver microsomes).